This data is from Catalyst prediction with 721,799 reactions and 888 catalyst types from USPTO. The task is: Predict which catalyst facilitates the given reaction. (1) Reactant: Cl[C:2]1[CH:7]=[C:6]([CH3:8])[CH:5]=[C:4]([CH3:9])[N:3]=1.[CH3:10][O-:11].[Na+]. Product: [CH3:10][O:11][C:2]1[CH:7]=[C:6]([CH3:8])[CH:5]=[C:4]([CH3:9])[N:3]=1. The catalyst class is: 3. (2) Reactant: [CH2:1]([N:3]([CH:27]1[CH2:32][CH2:31][NH:30][CH2:29][CH2:28]1)[C:4]1[C:19]2[CH2:18][CH:17]=[CH:16][CH2:15][CH2:14][C:13]3[CH:20]=[C:21]([CH3:25])[NH:22][C:23](=[O:24])[C:12]=3[CH2:11][NH:10][C:9](=[O:26])[C:8]=2[CH:7]=[CH:6][CH:5]=1)[CH3:2].[CH:33]1([CH:36]=O)[CH2:35][CH2:34]1.CC(O)=O.[BH3-]C#N.[Na+]. Product: [CH:33]1([CH2:36][N:30]2[CH2:31][CH2:32][CH:27]([N:3]([CH2:1][CH3:2])[C:4]3[C:19]4[CH2:18][CH:17]=[CH:16][CH2:15][CH2:14][C:13]5[CH:20]=[C:21]([CH3:25])[NH:22][C:23](=[O:24])[C:12]=5[CH2:11][NH:10][C:9](=[O:26])[C:8]=4[CH:7]=[CH:6][CH:5]=3)[CH2:28][CH2:29]2)[CH2:35][CH2:34]1. The catalyst class is: 5. (3) Reactant: [CH:1]1([C@@H:7]([NH:9][C:10]([C:12]2[C:21]3[C:16](=[CH:17][C:18]([O:24][CH3:25])=[C:19]([O:22][CH3:23])[CH:20]=3)[N:15]=[C:14]([C:26]3[CH:31]=[CH:30][CH:29]=[CH:28][CH:27]=3)[C:13]=2[CH2:32]Br)=[O:11])[CH3:8])[CH2:6][CH2:5][CH2:4][CH2:3][CH2:2]1.C([O-])([O-])=O.[K+].[K+].[N:40]1([CH:46]2[CH2:51][CH2:50][NH:49][CH2:48][CH2:47]2)[CH2:45][CH2:44][CH2:43][CH2:42][CH2:41]1. Product: [CH:1]1([C@@H:7]([NH:9][C:10]([C:12]2[C:21]3[C:16](=[CH:17][C:18]([O:24][CH3:25])=[C:19]([O:22][CH3:23])[CH:20]=3)[N:15]=[C:14]([C:26]3[CH:31]=[CH:30][CH:29]=[CH:28][CH:27]=3)[C:13]=2[CH2:32][N:49]2[CH2:50][CH2:51][CH:46]([N:40]3[CH2:45][CH2:44][CH2:43][CH2:42][CH2:41]3)[CH2:47][CH2:48]2)=[O:11])[CH3:8])[CH2:6][CH2:5][CH2:4][CH2:3][CH2:2]1. The catalyst class is: 23. (4) Reactant: O(S(C(F)(F)F)(=O)=O)S(C(F)(F)F)(=O)=O.[CH2:16]([O:23][N:24]1[C:30](=[O:31])[N:29]2[CH2:32][C@H:25]1[CH2:26][CH2:27][C@H:28]2[C:33]([NH:35][NH:36][C:37](=O)[CH2:38][CH2:39][CH2:40][NH:41][C:42](=[O:48])[O:43][C:44]([CH3:47])([CH3:46])[CH3:45])=[O:34])[C:17]1[CH:22]=[CH:21][CH:20]=[CH:19][CH:18]=1.C([O-])(O)=O.[Na+]. Product: [CH2:16]([O:23][N:24]1[C:30](=[O:31])[N:29]2[CH2:32][C@H:25]1[CH2:26][CH2:27][C@H:28]2[C:33]1[O:34][C:37]([CH2:38][CH2:39][CH2:40][NH:41][C:42](=[O:48])[O:43][C:44]([CH3:46])([CH3:47])[CH3:45])=[N:36][N:35]=1)[C:17]1[CH:22]=[CH:21][CH:20]=[CH:19][CH:18]=1. The catalyst class is: 2.